From a dataset of Forward reaction prediction with 1.9M reactions from USPTO patents (1976-2016). Predict the product of the given reaction. (1) Given the reactants [NH:1]1[CH2:5][CH2:4][CH2:3][CH2:2]1.Br[CH2:7][C:8]([C:10]1[CH:15]=[CH:14][CH:13]=[CH:12][C:11]=1[O:16][CH3:17])=[O:9].[BH4-].[Na+], predict the reaction product. The product is: [OH:9][CH:8]([C:10]1[CH:15]=[CH:14][CH:13]=[CH:12][C:11]=1[O:16][CH3:17])[CH2:7][N:1]1[CH2:5][CH2:4][CH2:3][CH2:2]1. (2) Given the reactants [CH3:1][O:2][C:3]1[N:8]=[CH:7][C:6]([NH:9][C:10]2[C:15]([C:16]3[N:21]=[C:20]([CH3:22])[N:19]=[C:18](SC)[N:17]=3)=[CH:14][N:13]=[C:12]([C:25]3[CH:30]=[CH:29][N:28]=[CH:27][CH:26]=3)[N:11]=2)=[CH:5][CH:4]=1.[NH3:31], predict the reaction product. The product is: [CH3:1][O:2][C:3]1[N:8]=[CH:7][C:6]([NH:9][C:10]2[C:15]([C:16]3[N:21]=[C:20]([CH3:22])[N:19]=[C:18]([NH2:31])[N:17]=3)=[CH:14][N:13]=[C:12]([C:25]3[CH:30]=[CH:29][N:28]=[CH:27][CH:26]=3)[N:11]=2)=[CH:5][CH:4]=1. (3) The product is: [CH:21]1([C@@H:27]([OH:28])[CH2:29][N:9]2[C:10]3[C:2]([CH3:1])=[CH:3][C:4]([CH3:18])=[CH:5][C:6]=3[C:7]3[C@@H:17]4[N:13]([CH2:12][CH2:11][C:8]2=3)[CH2:14][CH2:15][CH2:16]4)[CH2:26][CH2:25][CH2:24][CH2:23][CH2:22]1. Given the reactants [CH3:1][C:2]1[C:10]2[NH:9][C:8]3[CH2:11][CH2:12][N:13]4[C@@H:17]([C:7]=3[C:6]=2[CH:5]=[C:4]([CH3:18])[CH:3]=1)[CH2:16][CH2:15][CH2:14]4.[H-].[Na+].[CH:21]1([CH:27]2[CH2:29][O:28]2)[CH2:26][CH2:25][CH2:24][CH2:23][CH2:22]1, predict the reaction product. (4) Given the reactants C[O:2][C:3](=[O:37])[CH2:4][C:5]1[CH:10]=[CH:9][C:8]([C:11]2[C:15]([C:16](=[O:29])[NH:17][CH2:18][CH2:19][O:20][C:21]3[CH:26]=[CH:25][C:24]([Cl:27])=[CH:23][C:22]=3[Cl:28])=[C:14]([C:30]3[CH:35]=[CH:34][CH:33]=[CH:32][CH:31]=3)[O:13][N:12]=2)=[C:7]([Cl:36])[CH:6]=1.[Li+].[OH-].Cl.C(Cl)Cl, predict the reaction product. The product is: [Cl:36][C:7]1[CH:6]=[C:5]([CH2:4][C:3]([OH:37])=[O:2])[CH:10]=[CH:9][C:8]=1[C:11]1[C:15]([C:16](=[O:29])[NH:17][CH2:18][CH2:19][O:20][C:21]2[CH:26]=[CH:25][C:24]([Cl:27])=[CH:23][C:22]=2[Cl:28])=[C:14]([C:30]2[CH:31]=[CH:32][CH:33]=[CH:34][CH:35]=2)[O:13][N:12]=1. (5) Given the reactants C(OC([N:8]1[CH2:13][CH2:12][CH:11]([C:14]2[CH:19]=[CH:18][C:17]([NH:20][C:21]3[N:26]=[C:25]([C:27]4[CH:32]=[CH:31][C:30]([O:33][C@H:34]5[CH2:39][CH2:38][CH2:37][CH2:36][C@H:35]5[F:40])=[C:29]([C:41]#[N:42])[CH:28]=4)[N:24]=[CH:23][N:22]=3)=[CH:16][CH:15]=2)[CH2:10][CH2:9]1)=O)(C)(C)C.[F:40][C@@H:35]1[CH2:36][CH2:37][CH2:38][CH2:39][C@@H:34]1[O:33][C:30]1[CH:31]=[CH:32][C:27]([C:25]2[N:26]=[C:21]([NH:20][C:17]3[CH:16]=[CH:15][C:14]([CH:11]4[CH2:12][CH2:13][NH:8][CH2:9][CH2:10]4)=[CH:19][CH:18]=3)[N:22]=[CH:23][N:24]=2)=[CH:28][C:29]=1[C:41]#[N:42].FC(F)(F)C(O)=O, predict the reaction product. The product is: [F:40][C@@H:35]1[CH2:36][CH2:37][CH2:38][CH2:39][C@@H:34]1[O:33][C:30]1[CH:31]=[CH:32][C:27]([C:25]2[N:26]=[C:21]([NH:20][C:17]3[CH:16]=[CH:15][C:14]([CH:11]4[CH2:12][CH2:13][NH:8][CH2:9][CH2:10]4)=[CH:19][CH:18]=3)[N:22]=[CH:23][N:24]=2)=[CH:28][C:29]=1[C:41]#[N:42]. (6) Given the reactants C([O:3][C:4](=[O:18])[CH2:5][C@H:6]1[O:10][B:9]([OH:11])[C:8]2[CH:12]=[C:13]([OH:17])[CH:14]=[C:15]([CH3:16])[C:7]1=2)C.[Li+].[OH-].Cl, predict the reaction product. The product is: [OH:11][B:9]1[C:8]2[CH:12]=[C:13]([OH:17])[CH:14]=[C:15]([CH3:16])[C:7]=2[C@@H:6]([CH2:5][C:4]([OH:18])=[O:3])[O:10]1. (7) Given the reactants Cl.[Cl:2][C:3]1[CH:12]=[CH:11][C:10]2[CH2:9][NH:8][CH2:7][CH2:6][C:5]=2[N:4]=1.CCN(C(C)C)C(C)C.[CH:22]1([C:25](Cl)=[O:26])[CH2:24][CH2:23]1, predict the reaction product. The product is: [Cl:2][C:3]1[CH:12]=[CH:11][C:10]2[CH2:9][N:8]([C:25]([CH:22]3[CH2:24][CH2:23]3)=[O:26])[CH2:7][CH2:6][C:5]=2[N:4]=1.